Dataset: Full USPTO retrosynthesis dataset with 1.9M reactions from patents (1976-2016). Task: Predict the reactants needed to synthesize the given product. Given the product [OH:7][C:6]1[CH:5]=[C:4]2[C:3](=[CH:2][CH:1]=1)[NH:10][CH:9]=[C:8]2[CH2:11][CH2:12][NH:13][C:21](=[O:22])[O:23][C:24]([CH3:27])([CH3:26])[CH3:25], predict the reactants needed to synthesize it. The reactants are: [CH:1]1[C:6]([OH:7])=[CH:5][C:4]2[C:8]([CH2:11][CH2:12][NH2:13])=[CH:9][NH:10][C:3]=2[CH:2]=1.Cl.C(=O)([O-])[O-].[K+].[K+].[C:21](O[C:21]([O:23][C:24]([CH3:27])([CH3:26])[CH3:25])=[O:22])([O:23][C:24]([CH3:27])([CH3:26])[CH3:25])=[O:22].